From a dataset of Full USPTO retrosynthesis dataset with 1.9M reactions from patents (1976-2016). Predict the reactants needed to synthesize the given product. (1) Given the product [CH2:1]([C:3]1[S:29][C:6]2[N:7]([CH2:13][C:14]3[CH:19]=[CH:18][C:17]([C:20]4[C:21]([C:27]#[N:28])=[CH:22][C:23]([F:26])=[CH:24][CH:25]=4)=[CH:16][CH:15]=3)[C:8](=[O:12])[N:9]([CH2:31][C:32]([C:34]3[CH:39]=[CH:38][C:37]([O:40][CH3:41])=[CH:36][CH:35]=3)=[O:33])[C:10](=[O:11])[C:5]=2[CH:4]=1)[CH3:2], predict the reactants needed to synthesize it. The reactants are: [CH2:1]([C:3]1[S:29][C:6]2[N:7]([CH2:13][C:14]3[CH:19]=[CH:18][C:17]([C:20]4[C:21]([C:27]#[N:28])=[CH:22][C:23]([F:26])=[CH:24][CH:25]=4)=[CH:16][CH:15]=3)[C:8](=[O:12])[NH:9][C:10](=[O:11])[C:5]=2[CH:4]=1)[CH3:2].Br[CH2:31][C:32]([C:34]1[CH:39]=[CH:38][C:37]([O:40][CH3:41])=[CH:36][CH:35]=1)=[O:33].CN(C)C=O.[H-].[Na+]. (2) Given the product [OH:14][N:13]=[C:5]1[CH2:4][CH:3]([C:7]([O:9][CH3:10])=[O:8])[C:2]1([CH3:11])[CH3:1], predict the reactants needed to synthesize it. The reactants are: [CH3:1][C:2]1([CH3:11])[C:5](=O)[CH2:4][CH:3]1[C:7]([O:9][CH3:10])=[O:8].Cl.[NH2:13][OH:14].C(=O)(O)[O-].[Na+].